From a dataset of NCI-60 drug combinations with 297,098 pairs across 59 cell lines. Regression. Given two drug SMILES strings and cell line genomic features, predict the synergy score measuring deviation from expected non-interaction effect. (1) Drug 1: CC1C(C(CC(O1)OC2CC(CC3=C2C(=C4C(=C3O)C(=O)C5=C(C4=O)C(=CC=C5)OC)O)(C(=O)CO)O)N)O.Cl. Drug 2: C1=CC(=C2C(=C1NCCNCCO)C(=O)C3=C(C=CC(=C3C2=O)O)O)NCCNCCO. Cell line: 786-0. Synergy scores: CSS=40.7, Synergy_ZIP=2.59, Synergy_Bliss=4.44, Synergy_Loewe=-5.21, Synergy_HSA=4.28. (2) Drug 1: CCC1=CC2CC(C3=C(CN(C2)C1)C4=CC=CC=C4N3)(C5=C(C=C6C(=C5)C78CCN9C7C(C=CC9)(C(C(C8N6C)(C(=O)OC)O)OC(=O)C)CC)OC)C(=O)OC.C(C(C(=O)O)O)(C(=O)O)O. Drug 2: C1=CC(=CC=C1CC(C(=O)O)N)N(CCCl)CCCl.Cl. Cell line: KM12. Synergy scores: CSS=47.9, Synergy_ZIP=-4.75, Synergy_Bliss=-8.53, Synergy_Loewe=-11.2, Synergy_HSA=-4.86. (3) Drug 1: CC12CCC3C(C1CCC2=O)CC(=C)C4=CC(=O)C=CC34C. Drug 2: CC12CCC3C(C1CCC2O)C(CC4=C3C=CC(=C4)O)CCCCCCCCCS(=O)CCCC(C(F)(F)F)(F)F. Cell line: SNB-75. Synergy scores: CSS=32.8, Synergy_ZIP=-8.43, Synergy_Bliss=-1.70, Synergy_Loewe=1.16, Synergy_HSA=0.228.